Dataset: Reaction yield outcomes from USPTO patents with 853,638 reactions. Task: Predict the reaction yield, written as a fraction of the theoretical maximum amount of product (1.0 means a 100% yield; for example, 0.34 means a 34% yield). The reactants are [C:1]1([CH3:13])[CH:6]=[CH:5][C:4]([C:7]2[N:11]=[C:10](Cl)[S:9][N:8]=2)=[CH:3][CH:2]=1.[F:14][C:15]1[CH:20]=[CH:19][C:18]([Mg]Br)=[CH:17][CH:16]=1.O=O. The catalyst is Cl[Ni]1(Cl)[P](C2C=CC=CC=2)(C2C=CC=CC=2)CCC[P]1(C1C=CC=CC=1)C1C=CC=CC=1.C1COCC1. The product is [F:14][C:15]1[CH:20]=[CH:19][C:18]([C:10]2[S:9][N:8]=[C:7]([C:4]3[CH:5]=[CH:6][C:1]([CH3:13])=[CH:2][CH:3]=3)[N:11]=2)=[CH:17][CH:16]=1. The yield is 0.310.